Dataset: Full USPTO retrosynthesis dataset with 1.9M reactions from patents (1976-2016). Task: Predict the reactants needed to synthesize the given product. Given the product [CH3:32][O:31][C:28]1[CH:29]=[CH:30][C:25]([CH2:24][NH:1][C@@H:2]([C:13]2[NH:14][CH:15]=[C:16]([C:18]3[CH:23]=[CH:22][CH:21]=[CH:20][CH:19]=3)[N:17]=2)[CH2:3][C:4]2[C:12]3[C:7](=[CH:8][CH:9]=[CH:10][CH:11]=3)[NH:6][CH:5]=2)=[CH:26][CH:27]=1, predict the reactants needed to synthesize it. The reactants are: [NH2:1][C@@H:2]([C:13]1[NH:14][CH:15]=[C:16]([C:18]2[CH:23]=[CH:22][CH:21]=[CH:20][CH:19]=2)[N:17]=1)[CH2:3][C:4]1[C:12]2[C:7](=[CH:8][CH:9]=[CH:10][CH:11]=2)[NH:6][CH:5]=1.[CH:24](=O)[C:25]1[CH:30]=[CH:29][C:28]([O:31][CH3:32])=[CH:27][CH:26]=1.[BH4-].ClCCl.